Dataset: Forward reaction prediction with 1.9M reactions from USPTO patents (1976-2016). Task: Predict the product of the given reaction. (1) Given the reactants CCCC[N+](CCCC)(CCCC)CCCC.[F-].[C:19]([N:27]1[C:32](=[O:33])[C:31]([CH3:34])=[CH:30][N:29]([CH:35]2[CH2:40][CH2:39][CH2:38][CH:37]([O:41][Si](C(C)(C)C)(C)C)[CH2:36]2)[C:28]1=[O:49])(=[O:26])[C:20]1[CH:25]=[CH:24][CH:23]=[CH:22][CH:21]=1, predict the reaction product. The product is: [C:19]([N:27]1[C:32](=[O:33])[C:31]([CH3:34])=[CH:30][N:29]([CH:35]2[CH2:40][CH2:39][CH2:38][CH:37]([OH:41])[CH2:36]2)[C:28]1=[O:49])(=[O:26])[C:20]1[CH:25]=[CH:24][CH:23]=[CH:22][CH:21]=1. (2) Given the reactants [NH2:1][C:2]1[C:3]([O:8][CH3:9])=[N:4][CH:5]=[CH:6][CH:7]=1.[N:10]([O-])=O.[Na+].O.O.Cl[Sn]Cl.[OH-].[K+], predict the reaction product. The product is: [NH:1]([C:2]1[C:3]([O:8][CH3:9])=[N:4][CH:5]=[CH:6][CH:7]=1)[NH2:10]. (3) Given the reactants C(O[C:6]([N:8]1[CH2:13][CH2:12][CH2:11][C@@H:10]([N:14]([C:19]2[CH:24]=[CH:23][CH:22]=[CH:21][CH:20]=2)[C:15](=[O:18])[CH2:16][CH3:17])[CH2:9]1)=O)(C)(C)C.C([O-])([O-])=O.[K+].[K+].O.BrC[CH2:34][C:35]1[CH:40]=[CH:39][CH:38]=[CH:37][CH:36]=1, predict the reaction product. The product is: [CH2:6]([N:8]1[CH2:13][CH2:12][CH2:11][C@@H:10]([N:14]([C:19]2[CH:20]=[CH:21][CH:22]=[CH:23][CH:24]=2)[C:15](=[O:18])[CH2:16][CH3:17])[CH2:9]1)[CH2:34][C:35]1[CH:40]=[CH:39][CH:38]=[CH:37][CH:36]=1. (4) Given the reactants [CH2:1]([O:3][C:4](=[O:17])[CH2:5][N:6]1[N:10]=[N:9][C:8]([C:11]2[S:15][C:14](Br)=[N:13][CH:12]=2)=[N:7]1)[CH3:2].[O:18]1[C:22]2([CH2:27][CH2:26][NH:25][CH2:24][CH2:23]2)[O:21][CH2:20][CH2:19]1, predict the reaction product. The product is: [CH2:1]([O:3][C:4](=[O:17])[CH2:5][N:6]1[N:10]=[N:9][C:8]([C:11]2[S:15][C:14]([N:25]3[CH2:26][CH2:27][C:22]4([O:21][CH2:20][CH2:19][O:18]4)[CH2:23][CH2:24]3)=[N:13][CH:12]=2)=[N:7]1)[CH3:2]. (5) Given the reactants [F:1][C:2]1[C:3]([NH:26][CH2:27][CH2:28][S:29]([OH:32])(=O)=[O:30])=[N:4][C:5]([C:8]2[CH:12]=[C:11]([C:13]3[CH:17]=[CH:16][O:15][N:14]=3)[N:10]([CH2:18][C:19]3[CH:24]=[CH:23][CH:22]=[CH:21][C:20]=3[F:25])[N:9]=2)=[N:6][CH:7]=1.S(Cl)([Cl:35])=O.S(Cl)(Cl)(=O)=O, predict the reaction product. The product is: [F:1][C:2]1[C:3]([NH:26][CH2:27][CH2:28][S:29]([Cl:35])(=[O:32])=[O:30])=[N:4][C:5]([C:8]2[CH:12]=[C:11]([C:13]3[CH:17]=[CH:16][O:15][N:14]=3)[N:10]([CH2:18][C:19]3[CH:24]=[CH:23][CH:22]=[CH:21][C:20]=3[F:25])[N:9]=2)=[N:6][CH:7]=1.